This data is from NCI-60 drug combinations with 297,098 pairs across 59 cell lines. The task is: Regression. Given two drug SMILES strings and cell line genomic features, predict the synergy score measuring deviation from expected non-interaction effect. Drug 1: CC1=C(C(=O)C2=C(C1=O)N3CC4C(C3(C2COC(=O)N)OC)N4)N. Drug 2: C1C(C(OC1N2C=NC3=C2NC=NCC3O)CO)O. Cell line: NCI-H322M. Synergy scores: CSS=36.1, Synergy_ZIP=1.15, Synergy_Bliss=7.84, Synergy_Loewe=8.66, Synergy_HSA=10.2.